Predict the product of the given reaction. From a dataset of Forward reaction prediction with 1.9M reactions from USPTO patents (1976-2016). (1) The product is: [Cl:6][C:1]1[CH:2]=[CH:14][C:13]2[C:18](=[C:19]([F:21])[CH:20]=[C:11]([F:10])[CH:12]=2)[N:17]=1. Given the reactants [C:1]([Cl:6])(=O)[C:2](Cl)=O.ClCCl.[F:10][C:11]1[CH:12]=[C:13]2[C:18](=[C:19]([F:21])[CH:20]=1)[NH:17]C(=O)C=[CH:14]2.C([O-])(O)=O.[Na+], predict the reaction product. (2) The product is: [C:64]([O:63][C:58]1[CH:59]=[CH:60][CH:61]=[CH:62][C:57]=1[CH2:56][N:48]([CH2:49][C:50]1[CH:55]=[CH:54][CH:53]=[CH:52][N:51]=1)[CH2:47][CH2:46][CH2:45][CH2:44][CH2:43][CH2:42][N:75]1[CH2:74][CH2:73][C:72]2[C:77](=[CH:78][C:79]([O:80][CH3:81])=[C:70]([O:69][CH3:68])[CH:71]=2)[CH2:76]1)([CH3:67])([CH3:66])[CH3:65]. Given the reactants C(OC1C=CC=CC=1CN(CC1C=CC=CN=1)CCCCCCC1CCC(C2C=CC=CC=2OC)CC1)(C)(C)C.Br[CH2:42][CH2:43][CH2:44][CH2:45][CH2:46][CH2:47][N:48]([CH2:56][C:57]1[CH:62]=[CH:61][CH:60]=[CH:59][C:58]=1[O:63][C:64]([CH3:67])([CH3:66])[CH3:65])[CH2:49][C:50]1[CH:55]=[CH:54][CH:53]=[CH:52][N:51]=1.[CH3:68][O:69][C:70]1[CH:71]=[C:72]2[C:77](=[CH:78][C:79]=1[O:80][CH3:81])[CH2:76][NH:75][CH2:74][CH2:73]2, predict the reaction product. (3) Given the reactants [Cl:1][CH2:2][CH2:3][CH2:4][CH2:5][CH2:6][CH2:7][C:8]#[CH:9].[CH:10](OCC)([O:14][CH2:15][CH3:16])[O:11][CH2:12][CH3:13].C(O)(=O)C.[Cl-].[NH4+], predict the reaction product. The product is: [Cl:1][CH2:2][CH2:3][CH2:4][CH2:5][CH2:6][CH2:7][C:8]#[C:9][CH:10]([O:14][CH2:15][CH3:16])[O:11][CH2:12][CH3:13]. (4) Given the reactants Cl[C:2]1[C:11]2[C:6](=[CH:7][CH:8]=[CH:9][CH:10]=2)[C:5]([CH2:12][C:13]2[CH:18]=[CH:17][N:16]=[CH:15][CH:14]=2)=[N:4][N:3]=1.[NH2:19][C:20]1[CH:27]=[CH:26][C:23]([C:24]#[N:25])=[CH:22][CH:21]=1.C(=O)([O-])[O-].[K+].[K+], predict the reaction product. The product is: [C:24]([C:23]1[CH:26]=[CH:27][C:20]([NH:19][C:2]2[C:11]3[C:6](=[CH:7][CH:8]=[CH:9][CH:10]=3)[C:5]([CH2:12][C:13]3[CH:18]=[CH:17][N:16]=[CH:15][CH:14]=3)=[N:4][N:3]=2)=[CH:21][CH:22]=1)#[N:25]. (5) Given the reactants C([NH:4][C:5]1[CH:6]=[CH:7][C:8]([N+:18]([O-:20])=[O:19])=[C:9]([N:11]2[CH2:17][CH2:16][CH2:15][CH2:14][CH2:13][CH2:12]2)[CH:10]=1)(=O)C.Cl, predict the reaction product. The product is: [NH2:4][C:5]1[CH:6]=[CH:7][C:8]([N+:18]([O-:20])=[O:19])=[C:9]([N:11]2[CH2:17][CH2:16][CH2:15][CH2:14][CH2:13][CH2:12]2)[CH:10]=1. (6) The product is: [F:8][C:7]1[CH:6]=[CH:5][C:4]([C:9]2[C:10]([C:15]#[N:16])=[CH:11][CH:12]=[CH:13][CH:14]=2)=[CH:3][C:2]=1[B:22]1[O:26][C:25]([CH3:28])([CH3:27])[C:24]([CH3:30])([CH3:29])[O:23]1. Given the reactants Br[C:2]1[CH:3]=[C:4]([C:9]2[C:10]([C:15]#[N:16])=[CH:11][CH:12]=[CH:13][CH:14]=2)[CH:5]=[CH:6][C:7]=1[F:8].C([O-])(=O)C.[K+].[B:22]1([B:22]2[O:26][C:25]([CH3:28])([CH3:27])[C:24]([CH3:30])([CH3:29])[O:23]2)[O:26][C:25]([CH3:28])([CH3:27])[C:24]([CH3:30])([CH3:29])[O:23]1, predict the reaction product. (7) Given the reactants [F:1][C:2]1[CH:3]=[C:4]([C:41]2[C:42](=[O:55])[N:43]([CH3:54])[C:44]([NH:47][C:48]3[CH:53]=[CH:52][CH:51]=[CH:50][CH:49]=3)=[N:45][CH:46]=2)[CH:5]=[CH:6][C:7]=1[O:8][C:9]1[CH:14]=[CH:13][N:12]=[C:11]2[N:15](CC3C=CC(OC)=CC=3)[N:16]=[C:17]([C:18]3[CH:23]=[CH:22][C:21]([C:24]([N:26]4[CH2:31][CH2:30][O:29][CH2:28][CH2:27]4)=[O:25])=[CH:20][CH:19]=3)[C:10]=12, predict the reaction product. The product is: [F:1][C:2]1[CH:3]=[C:4]([C:41]2[C:42](=[O:55])[N:43]([CH3:54])[C:44]([NH:47][C:48]3[CH:49]=[CH:50][CH:51]=[CH:52][CH:53]=3)=[N:45][CH:46]=2)[CH:5]=[CH:6][C:7]=1[O:8][C:9]1[CH:14]=[CH:13][N:12]=[C:11]2[NH:15][N:16]=[C:17]([C:18]3[CH:19]=[CH:20][C:21]([C:24]([N:26]4[CH2:27][CH2:28][O:29][CH2:30][CH2:31]4)=[O:25])=[CH:22][CH:23]=3)[C:10]=12. (8) Given the reactants [OH:1][CH:2]1[CH2:7][CH2:6][CH2:5][N:4]([CH3:8])[CH2:3]1.[Br:9][CH2:10][CH2:11]C.Cl[CH2:14]Cl, predict the reaction product. The product is: [Br-:9].[OH:1][CH:2]1[CH2:7][CH2:6][CH2:5][N+:4]([CH3:14])([CH2:8][CH2:10][CH3:11])[CH2:3]1. (9) Given the reactants [C:1](=[O:12])(OC(Cl)(Cl)Cl)OC(Cl)(Cl)Cl.Cl.[NH2:14][CH:15]1[CH2:20][CH2:19][N:18]([CH2:21][CH2:22][C:23]([F:26])([F:25])[F:24])[CH2:17][CH2:16]1.[C@H:27]1([NH:36][C:37]2[CH:46]=[CH:45][C:44]3[C:39](=[CH:40][CH:41]=[C:42]([NH2:47])[CH:43]=3)[N:38]=2)[C:35]2[C:30](=[CH:31][CH:32]=[CH:33][CH:34]=2)[CH2:29][CH2:28]1, predict the reaction product. The product is: [C@H:27]1([NH:36][C:37]2[CH:46]=[CH:45][C:44]3[C:39](=[CH:40][CH:41]=[C:42]([NH:47][C:1]([NH:14][CH:15]4[CH2:20][CH2:19][N:18]([CH2:21][CH2:22][C:23]([F:26])([F:24])[F:25])[CH2:17][CH2:16]4)=[O:12])[CH:43]=3)[N:38]=2)[C:35]2[C:30](=[CH:31][CH:32]=[CH:33][CH:34]=2)[CH2:29][CH2:28]1.